From a dataset of Catalyst prediction with 721,799 reactions and 888 catalyst types from USPTO. Predict which catalyst facilitates the given reaction. (1) Product: [ClH:19].[F:1][C:2]([F:18])([F:17])[C:3]1[CH:8]=[CH:7][C:6]([C:9]2[CH:14]=[CH:13][N:12]=[C:11]([CH2:15][NH:20][CH2:21][C:22]([NH2:24])=[O:23])[CH:10]=2)=[CH:5][CH:4]=1. The catalyst class is: 26. Reactant: [F:1][C:2]([F:18])([F:17])[C:3]1[CH:8]=[CH:7][C:6]([C:9]2[CH:14]=[CH:13][N:12]=[C:11]([CH:15]=O)[CH:10]=2)=[CH:5][CH:4]=1.[ClH:19].[NH2:20][CH2:21][C:22]([NH2:24])=[O:23].C([O-])(=O)C.[Na+].[BH-](OC(C)=O)(OC(C)=O)OC(C)=O.[Na+].C(O)(=O)C.Cl. (2) Reactant: [CH3:1][N:2]([CH3:14])[CH2:3][CH:4]([C:9]1[CH:13]=[CH:12][S:11][CH:10]=1)[C:5]([O:7]C)=[O:6].[Li+].[OH-].O.CC(O)=O. Product: [CH3:14][N:2]([CH3:1])[CH2:3][CH:4]([C:9]1[CH:13]=[CH:12][S:11][CH:10]=1)[C:5]([OH:7])=[O:6]. The catalyst class is: 278.